Task: Regression/Classification. Given a drug SMILES string, predict its absorption, distribution, metabolism, or excretion properties. Task type varies by dataset: regression for continuous measurements (e.g., permeability, clearance, half-life) or binary classification for categorical outcomes (e.g., BBB penetration, CYP inhibition). For this dataset (solubility_aqsoldb), we predict Y.. Dataset: Aqueous solubility values for 9,982 compounds from the AqSolDB database (1) The Y is -4.84 log mol/L. The molecule is Cc1ccccc1Oc1ccccc1C. (2) The molecule is CN(O)C(=O)C1CCCCCC1. The Y is -1.45 log mol/L. (3) The drug is CCCCOC(=O)CCCCC(=O)OCCCC. The Y is -3.87 log mol/L. (4) The drug is [Na+].[Na+].[O-2].[O-2].[O-2].[Ti+4]. The Y is -5.81 log mol/L.